This data is from Forward reaction prediction with 1.9M reactions from USPTO patents (1976-2016). The task is: Predict the product of the given reaction. (1) The product is: [CH:1]1([N:7]2[CH2:13][C:12]([F:15])([F:14])[C:11](=[O:16])[N:10]([CH3:17])[C:9]3[CH:18]=[N:19][C:20]([NH:22][C:23]4[CH:37]=[CH:36][C:26]([C:27]([NH:29][N:30]5[CH2:35][CH2:34][N:33]([C:43](=[O:44])[CH2:42][N:41]([CH3:46])[CH3:40])[CH2:32][CH2:31]5)=[O:28])=[CH:25][C:24]=4[O:38][CH3:39])=[N:21][C:8]2=3)[CH2:2][CH2:3][CH2:4][CH2:5][CH2:6]1. Given the reactants [CH:1]1([N:7]2[CH2:13][C:12]([F:15])([F:14])[C:11](=[O:16])[N:10]([CH3:17])[C:9]3[CH:18]=[N:19][C:20]([NH:22][C:23]4[CH:37]=[CH:36][C:26]([C:27]([NH:29][N:30]5[CH2:35][CH2:34][NH:33][CH2:32][CH2:31]5)=[O:28])=[CH:25][C:24]=4[O:38][CH3:39])=[N:21][C:8]2=3)[CH2:6][CH2:5][CH2:4][CH2:3][CH2:2]1.[CH3:40][N:41]([CH3:46])[CH2:42][C:43](O)=[O:44], predict the reaction product. (2) Given the reactants [F:1][C:2]1[CH:7]=[CH:6][C:5]([C:8]2[S:12][C:11]([CH3:13])=[N:10][C:9]=2[C:14]([N:16]2[CH2:20][CH:19]3[CH2:21][CH2:22][CH2:23][CH:18]3[CH:17]2[CH2:24][OH:25])=[O:15])=[CH:4][CH:3]=1.Cl[C:27]1[O:28][C:29]2[CH:35]=[CH:34][CH:33]=[CH:32][C:30]=2[N:31]=1, predict the reaction product. The product is: [O:28]1[C:29]2[CH:35]=[CH:34][CH:33]=[CH:32][C:30]=2[N:31]=[C:27]1[O:25][CH2:24][CH:17]1[CH:18]2[CH2:23][CH2:22][CH2:21][CH:19]2[CH2:20][N:16]1[C:14]([C:9]1[N:10]=[C:11]([CH3:13])[S:12][C:8]=1[C:5]1[CH:6]=[CH:7][C:2]([F:1])=[CH:3][CH:4]=1)=[O:15]. (3) Given the reactants Br[C:2]1[C:10]2[N:9]3[CH2:11][CH2:12][NH:13][C:14](=[O:15])[C:8]3=[CH:7][C:6]=2[CH:5]=[C:4]([F:16])[C:3]=1[F:17].[F:18][C:19]1[CH:20]=[C:21](B(O)O)[CH:22]=[CH:23][C:24]=1[F:25], predict the reaction product. The product is: [F:18][C:19]1[CH:20]=[C:21]([C:2]2[C:10]3[N:9]4[CH2:11][CH2:12][NH:13][C:14](=[O:15])[C:8]4=[CH:7][C:6]=3[CH:5]=[C:4]([F:16])[C:3]=2[F:17])[CH:22]=[CH:23][C:24]=1[F:25].